Dataset: Catalyst prediction with 721,799 reactions and 888 catalyst types from USPTO. Task: Predict which catalyst facilitates the given reaction. Reactant: [CH3:1][O:2][C:3]1[N:8]=[C:7]([NH2:9])[C:6]([N+:10]([O-:12])=[O:11])=[CH:5][CH:4]=1.[I:13]N1C(=O)CCC1=O. Product: [I:13][C:4]1[CH:5]=[C:6]([N+:10]([O-:12])=[O:11])[C:7]([NH2:9])=[N:8][C:3]=1[O:2][CH3:1]. The catalyst class is: 15.